From a dataset of Forward reaction prediction with 1.9M reactions from USPTO patents (1976-2016). Predict the product of the given reaction. (1) Given the reactants [CH:1]([O-:3])=[O:2].[Na+].CCN(C(C)C)C(C)C.[C:14]([O:18][C:19](=[O:31])[NH:20][C:21]1([C:24]2[CH:29]=[CH:28][C:27](I)=[CH:26][N:25]=2)[CH2:23][CH2:22]1)([CH3:17])([CH3:16])[CH3:15].[Li+].[Cl-], predict the reaction product. The product is: [C:14]([O:18][C:19]([NH:20][C:21]1([C:24]2[CH:29]=[CH:28][C:27]([C:1]([OH:3])=[O:2])=[CH:26][N:25]=2)[CH2:23][CH2:22]1)=[O:31])([CH3:17])([CH3:16])[CH3:15]. (2) The product is: [N:7]1[CH:8]=[CH:9][CH:10]=[CH:11][C:6]=1[C:5]1[O:1][C:2]([C:17](=[O:33])[CH2:18][CH2:19][CH2:20][CH2:21][CH2:22][CH2:23][CH2:24][CH2:25][CH2:26][CH2:27][CH2:28][CH2:29][CH2:30][CH2:31][CH3:32])=[N:3][CH:4]=1. Given the reactants [O:1]1[C:5]([C:6]2[CH:11]=[CH:10][CH:9]=[CH:8][N:7]=2)=[CH:4][N:3]=[CH:2]1.[Li]CCCC.[C:17](Cl)(=[O:33])[CH2:18][CH2:19][CH2:20][CH2:21][CH2:22][CH2:23][CH2:24][CH2:25][CH2:26][CH2:27][CH2:28][CH2:29][CH2:30][CH2:31][CH3:32], predict the reaction product. (3) The product is: [CH3:1][O:2][C:3](=[O:20])[CH2:4][CH:5]([NH:9][C:10](=[O:19])[CH2:11][CH2:12][C:13]1[CH:18]=[CH:17][CH:16]=[CH:15][CH:14]=1)[C:6]([OH:8])=[O:23]. Given the reactants [CH3:1][O:2][C:3](=[O:20])[CH2:4][CH:5]([NH:9][C:10](=[O:19])[CH2:11][CH2:12][C:13]1[CH:18]=[CH:17][CH:16]=[CH:15][CH:14]=1)[C:6](=[O:8])C.C(OC(=O)C)(=[O:23])C.OS(O)(=O)=O, predict the reaction product. (4) Given the reactants C([BH3-])#N.[Na+].[CH2:5]([C:8]1[NH:9][C:10]2[C:15]([CH:16]=1)=[CH:14][CH:13]=[CH:12][CH:11]=2)[CH2:6][CH3:7], predict the reaction product. The product is: [CH2:5]([CH:8]1[CH2:16][C:15]2[C:10](=[CH:11][CH:12]=[CH:13][CH:14]=2)[NH:9]1)[CH2:6][CH3:7]. (5) Given the reactants [F:1][C:2]1[CH:3]=[C:4]([CH:9]=[CH:10][C:11]=1[C:12]1[C:16]2=[N:17][CH:18]=[CH:19][CH:20]=[C:15]2[NH:14][N:13]=1)[C:5]([O:7]C)=[O:6].O.[OH-].[Na+].Cl, predict the reaction product. The product is: [F:1][C:2]1[CH:3]=[C:4]([CH:9]=[CH:10][C:11]=1[C:12]1[C:16]2=[N:17][CH:18]=[CH:19][CH:20]=[C:15]2[NH:14][N:13]=1)[C:5]([OH:7])=[O:6]. (6) The product is: [NH2:2][N:3]1[C:12](=[O:13])[C:11]2[C:6](=[C:7]([CH3:23])[C:8]([N:15]3[CH2:19][CH:18]([CH3:20])[CH:17]([CH2:21][NH:22][CH2:37][CH2:36][C:35]#[N:38])[CH2:16]3)=[C:9]([F:14])[CH:10]=2)[N:5]([CH:24]2[CH2:26][CH2:25]2)[C:4]1=[O:27]. Given the reactants Cl.[NH2:2][N:3]1[C:12](=[O:13])[C:11]2[C:6](=[C:7]([CH3:23])[C:8]([N:15]3[CH2:19][C@@H:18]([CH3:20])[C@H:17]([CH2:21][NH2:22])[CH2:16]3)=[C:9]([F:14])[CH:10]=2)[N:5]([CH:24]2[CH2:26][CH2:25]2)[C:4]1=[O:27].C(N(CC)CC)C.[C:35](#[N:38])[CH:36]=[CH2:37], predict the reaction product. (7) Given the reactants [NH2:1][CH2:2][CH2:3][N:4]1[C:13]2[C:8](=[N:9][CH:10]=[C:11]([CH2:14][C:15]3[CH:20]=[CH:19][C:18]([F:21])=[CH:17][CH:16]=3)[CH:12]=2)[C:7]([OH:22])=[C:6]([C:23]([NH:25][CH2:26][CH2:27][N:28]2[CH2:32][CH2:31][NH:30][C:29]2=[O:33])=[O:24])[C:5]1=[O:34].[N:35]1([C:41](Cl)=[O:42])[CH2:40][CH2:39][O:38][CH2:37][CH2:36]1, predict the reaction product. The product is: [F:21][C:18]1[CH:17]=[CH:16][C:15]([CH2:14][C:11]2[CH:12]=[C:13]3[C:8]([C:7]([OH:22])=[C:6]([C:23]([NH:25][CH2:26][CH2:27][N:28]4[CH2:32][CH2:31][NH:30][C:29]4=[O:33])=[O:24])[C:5](=[O:34])[N:4]3[CH2:3][CH2:2][NH:1][C:41]([N:35]3[CH2:40][CH2:39][O:38][CH2:37][CH2:36]3)=[O:42])=[N:9][CH:10]=2)=[CH:20][CH:19]=1. (8) Given the reactants [O:1]=[C:2]1[C:6]2[CH:7]=[CH:8][C:9]3[N:10]([CH2:22][CH2:23][NH:24]S(C4C=CC=CC=4[N+]([O-])=O)(=O)=O)[C:11]4[CH:12]=[CH:13][C:14]5[C:20](=[O:21])[CH2:19][CH2:18][C:15]=5[C:16]=4[C:17]=3[C:5]=2[CH2:4][CH2:3]1.C([O-])([O-])=O.[Cs+].[Cs+].C1(S)C=CC=CC=1.C([O-])(O)=O.[Na+], predict the reaction product. The product is: [NH2:24][CH2:23][CH2:22][N:10]1[C:11]2[CH:12]=[CH:13][C:14]3[C:20](=[O:21])[CH2:19][CH2:18][C:15]=3[C:16]=2[C:17]2[C:5]3[CH2:4][CH2:3][C:2](=[O:1])[C:6]=3[CH:7]=[CH:8][C:9]1=2. (9) The product is: [Cl:1][C:2]1[N:10]=[C:9]2[C:5]([N:6]=[CH:7][N:8]2[C@@H:11]2[CH2:15][C@H:14]([NH:16][C:17]([C:18]3[O:38][N:39]=[CH:40][CH:19]=3)=[O:20])[C@@H:13]([OH:21])[C@H:12]2[OH:22])=[C:4]([NH:23][CH2:24][CH:25]([C:32]2[CH:33]=[CH:34][CH:35]=[CH:36][CH:37]=2)[C:26]2[CH:27]=[CH:28][CH:29]=[CH:30][CH:31]=2)[N:3]=1. Given the reactants [Cl:1][C:2]1[N:10]=[C:9]2[C:5]([N:6]=[CH:7][N:8]2[C@@H:11]2[CH2:15][C@H:14]([NH:16][C:17](=[O:20])[CH2:18][CH3:19])[C@@H:13]([OH:21])[C@H:12]2[OH:22])=[C:4]([NH:23][CH2:24][CH:25]([C:32]2[CH:37]=[CH:36][CH:35]=[CH:34][CH:33]=2)[C:26]2[CH:31]=[CH:30][CH:29]=[CH:28][CH:27]=2)[N:3]=1.[O:38]1C(C(Cl)=O)=C[CH:40]=[N:39]1, predict the reaction product. (10) Given the reactants C(O[C:5]1[C:6](=[CH:10][CH:11]=[CH:12][CH:13]=1)[C:7](O)=O)(=O)C.CC1C=CC=C(NC2C=CC=C[C:28]=2[C:29]([OH:31])=[O:30])C=1C.OC(C([C:37]1[CH:46]=[CH:45][C:40]([CH2:41][CH:42]([CH3:44])[CH3:43])=[CH:39][CH:38]=1)C)=O.CC1N(C(C2C=CC(Cl)=CC=2)=O)C2C=CC(OC)=CC=2C=1CC(O)=O.[CH3:72][S:73](C1C=CC(C2COC(=O)C=2C2C=CC=CC=2)=CC=1)(=[O:75])=O.CC1C=CC(C2N(C3C=CC(S(N)(=O)=O)=CC=3)N=C(C(F)(F)[F:117])C=2)=CC=1, predict the reaction product. The product is: [CH3:44][C:42]1=[C:43]([CH2:28][C:29]([OH:31])=[O:30])[C:39]2[CH:38]=[C:37]([F:117])[CH:46]=[CH:45][C:40]=2/[C:41]/1=[CH:7]\[C:6]1[CH:10]=[CH:11][C:12]([S+:73]([O-:75])[CH3:72])=[CH:13][CH:5]=1.